This data is from Reaction yield outcomes from USPTO patents with 853,638 reactions. The task is: Predict the reaction yield, written as a fraction of the theoretical maximum amount of product (1.0 means a 100% yield; for example, 0.34 means a 34% yield). (1) The product is [O:18]=[C:13]1[C:12]2[C:4]([CH2:5][CH2:6][C:7]([OH:9])=[O:8])=[CH:3][NH:2][C:11]=2[CH2:17][CH2:16][CH2:15][CH2:14]1. The reactants are Cl.[NH2:2][CH2:3][C:4](=O)[CH2:5][CH2:6][C:7]([OH:9])=[O:8].[C:11]1(=O)[CH2:17][CH2:16][CH2:15][CH2:14][C:13](=[O:18])[CH2:12]1.C([O-])(=O)C.[Na+]. The yield is 0.800. The catalyst is O. (2) The reactants are [CH2:1]([Mg]Br)[CH3:2].[CH3:5][C:6]([CH3:11])([CH3:10])[CH2:7][CH:8]=[O:9].[Cl-].[NH4+]. The catalyst is C(OCC)C. The product is [CH3:5][C:6]([CH3:11])([CH3:10])[CH2:7][CH:8]([OH:9])[CH2:1][CH3:2]. The yield is 0.130. (3) The reactants are C1(C(C2C=CC=CC=2)[N:8]2[CH2:11][CH:10]([CH2:12][O:13][C:14]3[CH:19]=[CH:18][C:17]([C:20]4([C:26]#[N:27])[CH2:25][CH2:24][O:23][CH2:22][CH2:21]4)=[CH:16][CH:15]=3)[CH2:9]2)C=CC=CC=1.Cl. The catalyst is [OH-].[Pd+2].[OH-].C(O)C. The product is [NH:8]1[CH2:11][CH:10]([CH2:12][O:13][C:14]2[CH:15]=[CH:16][C:17]([C:20]3([C:26]#[N:27])[CH2:25][CH2:24][O:23][CH2:22][CH2:21]3)=[CH:18][CH:19]=2)[CH2:9]1. The yield is 0.390. (4) The reactants are [OH:1][CH2:2][C@@H:3]1[O:7][C:6](=[O:8])[CH2:5][CH2:4]1.N1C=CN=C1.[Si:14](Cl)([C:27]([CH3:30])([CH3:29])[CH3:28])([C:21]1[CH:26]=[CH:25][CH:24]=[CH:23][CH:22]=1)[C:15]1[CH:20]=[CH:19][CH:18]=[CH:17][CH:16]=1. The catalyst is CN(C=O)C. The product is [Si:14]([CH:2]([OH:1])[C@@H:3]1[O:7][C:6](=[O:8])[CH2:5][CH2:4]1)([C:27]([CH3:30])([CH3:29])[CH3:28])([C:21]1[CH:22]=[CH:23][CH:24]=[CH:25][CH:26]=1)[C:15]1[CH:20]=[CH:19][CH:18]=[CH:17][CH:16]=1. The yield is 0.980. (5) The reactants are C1N=CN(C(N2C=NC=C2)=O)C=1.[C:13]([O:17][C:18]([NH:20][CH2:21][C:22]1([C:25]([OH:27])=O)[CH2:24][CH2:23]1)=[O:19])([CH3:16])([CH3:15])[CH3:14].[NH2:28][NH2:29].O. The catalyst is C1COCC1. The product is [C:13]([O:17][C:18](=[O:19])[NH:20][CH2:21][C:22]1([C:25]([NH:28][NH2:29])=[O:27])[CH2:24][CH2:23]1)([CH3:16])([CH3:15])[CH3:14]. The yield is 0.840. (6) The reactants are Cl.[NH:2]1[CH2:7][CH:6]=[C:5]([C:8]2[C:9]3[N:10]([N:14]=[C:15]([NH2:17])[N:16]=3)[CH:11]=[CH:12][CH:13]=2)[CH2:4][CH2:3]1.CCN(C(C)C)C(C)C.[F:27][C:28]([F:35])([F:34])[CH2:29][CH2:30][C:31](O)=[O:32].CN(C(ON1N=NC2C=CC=NC1=2)=[N+](C)C)C.F[P-](F)(F)(F)(F)F. The catalyst is CN(C)C=O. The product is [NH2:17][C:15]1[N:16]=[C:9]2[C:8]([C:5]3[CH2:4][CH2:3][N:2]([C:31](=[O:32])[CH2:30][CH2:29][C:28]([F:35])([F:34])[F:27])[CH2:7][CH:6]=3)=[CH:13][CH:12]=[CH:11][N:10]2[N:14]=1. The yield is 0.740. (7) The reactants are N[C:2]1[C:3]([C:9]([NH:11][C:12]2[CH:17]=[CH:16][C:15]([F:18])=[CH:14][CH:13]=2)=[O:10])=[N:4][C:5]([Br:8])=[CH:6][N:7]=1.N1C=CC=CC=1.N([O-])=O.[Na+].[FH:29]. No catalyst specified. The product is [Br:8][C:5]1[N:4]=[C:3]([C:9]([NH:11][C:12]2[CH:17]=[CH:16][C:15]([F:18])=[CH:14][CH:13]=2)=[O:10])[C:2]([F:29])=[N:7][CH:6]=1. The yield is 0.660. (8) The reactants are [Cl-].O[NH3+:3].[C:4](=[O:7])([O-])[OH:5].[Na+].CS(C)=O.[O:13]=[C:14]1[C:19]([CH2:20][C:21]2[CH:26]=[CH:25][C:24]([C:27]3[C:28]([C:33]#[N:34])=[CH:29][CH:30]=[CH:31][CH:32]=3)=[CH:23][CH:22]=2)=[C:18]([CH2:35][CH2:36][CH3:37])[N:17]2[N:38]=[CH:39][N:40]=[C:16]2[N:15]1[CH:41]1[CH2:46][CH2:45][CH:44]([O:47][CH2:48][CH:49]=[CH2:50])[CH2:43][CH2:42]1. The catalyst is C(OCC)(=O)C. The product is [O:7]=[C:4]1[O:5][N:3]=[C:33]([C:28]2[CH:29]=[CH:30][CH:31]=[CH:32][C:27]=2[C:24]2[CH:23]=[CH:22][C:21]([CH2:20][C:19]3[C:14](=[O:13])[N:15]([CH:41]4[CH2:42][CH2:43][CH:44]([O:47][CH2:48][CH:49]=[CH2:50])[CH2:45][CH2:46]4)[C:16]4[N:17]([N:38]=[CH:39][N:40]=4)[C:18]=3[CH2:35][CH2:36][CH3:37])=[CH:26][CH:25]=2)[NH:34]1. The yield is 0.560. (9) The reactants are [Cr](Cl)([O-])(=O)=O.[NH+]1C=CC=CC=1.[I:12][C:13]1[CH:20]=[CH:19][CH:18]=[CH:17][C:14]=1[CH2:15][OH:16]. The catalyst is ClCCl.CCOCC. The product is [I:12][C:13]1[CH:20]=[CH:19][CH:18]=[CH:17][C:14]=1[CH:15]=[O:16]. The yield is 0.950.